This data is from Full USPTO retrosynthesis dataset with 1.9M reactions from patents (1976-2016). The task is: Predict the reactants needed to synthesize the given product. (1) Given the product [Br:1][C:2]1[CH:7]=[CH:6][C:5]([Cl:8])=[CH:4][C:3]=1[C:9]1[CH:14]=[CH:13][N:12]([CH:15]([CH2:26][C:27]2[CH:28]=[N:29][CH:30]=[CH:31][CH:32]=2)[C:16]([O:18][C:19]([CH3:20])([CH3:22])[CH3:21])=[O:17])[C:11](=[O:23])[CH:10]=1, predict the reactants needed to synthesize it. The reactants are: [Br:1][C:2]1[CH:7]=[CH:6][C:5]([Cl:8])=[CH:4][C:3]=1[C:9]1[CH:14]=[CH:13][N:12]([CH2:15][C:16]([O:18][C:19]([CH3:22])([CH3:21])[CH3:20])=[O:17])[C:11](=[O:23])[CH:10]=1.Br.Br[CH2:26][C:27]1[CH:28]=[N:29][CH:30]=[CH:31][CH:32]=1. (2) Given the product [N:31]([CH2:18][CH:15]1[O:14][C:13]2[CH:12]=[C:11]([F:30])[CH:10]=[C:9]([C:3]3[CH:4]=[CH:5][C:6]([Cl:8])=[CH:7][C:2]=3[Cl:1])[C:17]=2[O:16]1)=[N+:32]=[N-:33], predict the reactants needed to synthesize it. The reactants are: [Cl:1][C:2]1[CH:7]=[C:6]([Cl:8])[CH:5]=[CH:4][C:3]=1[C:9]1[C:17]2[O:16][CH:15]([CH2:18]OS(C3C=CC(C)=CC=3)(=O)=O)[O:14][C:13]=2[CH:12]=[C:11]([F:30])[CH:10]=1.[N-:31]=[N+:32]=[N-:33].[Na+]. (3) Given the product [N:6]1([CH2:5][CH2:4][CH2:3][CH2:2][N:24]2[CH2:25][CH2:26][CH:21]([C:18]3[CH:17]=[CH:16][N:15]=[CH:20][CH:19]=3)[CH2:22][CH2:23]2)[C:10]2[CH:11]=[CH:12][CH:13]=[CH:14][C:9]=2[N:8]=[CH:7]1, predict the reactants needed to synthesize it. The reactants are: Cl[CH2:2][CH2:3][CH2:4][CH2:5][N:6]1[C:10]2[CH:11]=[CH:12][CH:13]=[CH:14][C:9]=2[N:8]=[CH:7]1.[N:15]1[CH:20]=[CH:19][C:18]([CH:21]2[CH2:26][CH2:25][NH:24][CH2:23][CH2:22]2)=[CH:17][CH:16]=1.C(N(C(C)C)CC)(C)C.[I-].[K+].